Dataset: Forward reaction prediction with 1.9M reactions from USPTO patents (1976-2016). Task: Predict the product of the given reaction. Given the reactants [O:1]([C:8]1[CH:23]=[CH:22][C:11]([O:12][C:13]2[C:14]3[NH:21][N:20]=[CH:19][C:15]=3[N:16]=[CH:17][N:18]=2)=[CH:10][CH:9]=1)[C:2]1[CH:7]=[CH:6][CH:5]=[CH:4][CH:3]=1.C1(P(C2C=CC=CC=2)C2C=CC=CC=2)C=CC=CC=1.[C:43]([O:47][C:48]([N:50]1[CH2:55][CH2:54][CH:53](O)[CH2:52][CH2:51]1)=[O:49])([CH3:46])([CH3:45])[CH3:44].C1COCC1.N(/C(OC(C)C)=O)=N\C(OC(C)C)=O, predict the reaction product. The product is: [O:1]([C:8]1[CH:23]=[CH:22][C:11]([O:12][C:13]2[C:14]3[N:21]([CH:53]4[CH2:54][CH2:55][N:50]([C:48]([O:47][C:43]([CH3:46])([CH3:45])[CH3:44])=[O:49])[CH2:51][CH2:52]4)[N:20]=[CH:19][C:15]=3[N:16]=[CH:17][N:18]=2)=[CH:10][CH:9]=1)[C:2]1[CH:3]=[CH:4][CH:5]=[CH:6][CH:7]=1.